This data is from Forward reaction prediction with 1.9M reactions from USPTO patents (1976-2016). The task is: Predict the product of the given reaction. (1) Given the reactants ClC1C=CC(OCC2CCNCC2C2C=CC(Cl)=CC=2)=NC=1.Cl.C([N:31]1[CH2:36][CH2:35][C@H:34]([CH:37]([NH:39][C:40]2[CH:47]=[CH:46][C:43]([C:44]#[N:45])=[CH:42][N:41]=2)[CH3:38])[C@@H:33]([C:48]2[CH:53]=[CH:52][C:51]([Cl:54])=[CH:50][CH:49]=2)[CH2:32]1)C1C=CC=CC=1, predict the reaction product. The product is: [Cl:54][C:51]1[CH:52]=[CH:53][C:48]([C@@H:33]2[C@@H:34]([CH:37]([NH:39][C:40]3[CH:47]=[CH:46][C:43]([C:44]#[N:45])=[CH:42][N:41]=3)[CH3:38])[CH2:35][CH2:36][NH:31][CH2:32]2)=[CH:49][CH:50]=1. (2) The product is: [N:20]1([CH2:2][C:3]2[CH:8]=[CH:7][C:6]([O:9][C:10](=[O:19])[N:11]([CH3:18])[C:12]3[CH:17]=[CH:16][CH:15]=[CH:14][CH:13]=3)=[CH:5][CH:4]=2)[CH:24]=[N:23][N:22]=[N:21]1. Given the reactants O[CH2:2][C:3]1[CH:8]=[CH:7][C:6]([O:9][C:10](=[O:19])[N:11]([CH3:18])[C:12]2[CH:17]=[CH:16][CH:15]=[CH:14][CH:13]=2)=[CH:5][CH:4]=1.[NH:20]1[CH:24]=[N:23][N:22]=[N:21]1, predict the reaction product. (3) Given the reactants [CH2:1]([O:8][CH:9]([CH3:13])[C:10]([NH2:12])=[O:11])[C:2]1[CH:7]=[CH:6][CH:5]=[CH:4][CH:3]=1.ClS([N:18]=[C:19]=[O:20])(=O)=O, predict the reaction product. The product is: [CH2:1]([O:8][CH:9]([CH3:13])[C:10]([NH:12][C:19]([NH2:18])=[O:20])=[O:11])[C:2]1[CH:7]=[CH:6][CH:5]=[CH:4][CH:3]=1. (4) Given the reactants C([O:4][C:5]1[CH:10]=[C:9]([C:11]#[N:12])[C:8](Br)=[C:7]([C:14]#[N:15])[C:6]=1[O:16]C(=O)C)(=O)C.[C:20]1([C:26]2[S:30][C:29](B(O)O)=[CH:28][CH:27]=2)[CH:25]=[CH:24][CH:23]=[CH:22][CH:21]=1, predict the reaction product. The product is: [OH:16][C:6]1[C:5]([OH:4])=[CH:10][C:9]([C:11]#[N:12])=[C:8]([C:29]2[S:30][C:26]([C:20]3[CH:21]=[CH:22][CH:23]=[CH:24][CH:25]=3)=[CH:27][CH:28]=2)[C:7]=1[C:14]#[N:15]. (5) Given the reactants [CH2:1]([O:3][C:4]1[C:16]([CH:17]([CH3:19])[CH3:18])=[CH:15][CH:14]=[CH:13][C:5]=1[CH2:6][N:7]([CH3:12])[C:8](=[O:11])[CH:9]=[CH2:10])[CH3:2].C(N(C(C)C)CC)(C)C.Br[C:30]1[CH:50]=[N:49][C:33]2[NH:34][C:35](=[O:48])[CH2:36][N:37]([CH2:39][C:40]3[CH:45]=[CH:44][C:43]([O:46][CH3:47])=[CH:42][CH:41]=3)[CH2:38][C:32]=2[CH:31]=1.CC1C=CC=CC=1P(C1C=CC=CC=1C)C1C=CC=CC=1C, predict the reaction product. The product is: [CH2:1]([O:3][C:4]1[C:16]([CH:17]([CH3:18])[CH3:19])=[CH:15][CH:14]=[CH:13][C:5]=1[CH2:6][N:7]([CH3:12])[C:8](=[O:11])/[CH:9]=[CH:10]/[C:30]1[CH:50]=[N:49][C:33]2[NH:34][C:35](=[O:48])[CH2:36][N:37]([CH2:39][C:40]3[CH:45]=[CH:44][C:43]([O:46][CH3:47])=[CH:42][CH:41]=3)[CH2:38][C:32]=2[CH:31]=1)[CH3:2]. (6) Given the reactants C([O:3][C:4](=[O:25])/[CH:5]=[CH:6]/[C:7]([N:9]1[C:14]2[CH:15]=[CH:16][CH:17]=[C:18]([CH:19]([CH3:21])[CH3:20])[C:13]=2[O:12][CH:11]([CH:22]([CH3:24])[CH3:23])[CH2:10]1)=[O:8])C.[OH-].[Na+], predict the reaction product. The product is: [CH:22]([CH:11]1[CH2:10][N:9]([C:7](=[O:8])/[CH:6]=[CH:5]/[C:4]([OH:25])=[O:3])[C:14]2[CH:15]=[CH:16][CH:17]=[C:18]([CH:19]([CH3:21])[CH3:20])[C:13]=2[O:12]1)([CH3:24])[CH3:23]. (7) Given the reactants C(O)(=O)C.[CH:5](N)=[NH:6].[Cl:8][C:9]1[C:14]([NH:15][C:16](=[NH:26])[C:17]2[C:22](F)=[CH:21][C:20]([F:24])=[CH:19][C:18]=2[F:25])=[C:13]2[O:27][CH2:28][O:29][C:12]2=[CH:11][CH:10]=1.C(N(CC)CC)C, predict the reaction product. The product is: [Cl:8][C:9]1[C:14]([NH:15][C:16]2[C:17]3[C:22](=[CH:21][C:20]([F:24])=[CH:19][C:18]=3[F:25])[N:6]=[CH:5][N:26]=2)=[C:13]2[O:27][CH2:28][O:29][C:12]2=[CH:11][CH:10]=1. (8) Given the reactants [C:1]1([N:7]2[C:12](=[O:13])[C:11]3[S:14][CH:15]=[C:16]([C:17]4[CH:22]=[CH:21][CH:20]=[CH:19][CH:18]=4)[C:10]=3[N:9]=[CH:8]2)[CH:6]=[CH:5][CH:4]=[CH:3][CH:2]=1.N[C:24]1[C:28](C2C=CC=CC=2)=CS[C:25]=1[C:35](OC)=O.C(OCC)(OCC)OCC.[C@@H]1(N)C2C(=CC=CC=2)CCC1, predict the reaction product. The product is: [C:17]1([C:16]2[C:10]3[N:9]=[CH:8][N:7]([C@@H:1]4[C:6]5[C:5](=[CH:28][CH:24]=[CH:25][CH:35]=5)[CH2:4][CH2:3][CH2:2]4)[C:12](=[O:13])[C:11]=3[S:14][CH:15]=2)[CH:18]=[CH:19][CH:20]=[CH:21][CH:22]=1.